This data is from Forward reaction prediction with 1.9M reactions from USPTO patents (1976-2016). The task is: Predict the product of the given reaction. (1) Given the reactants O=[C:2]([N:42]1[CH2:47][CH2:46][CH2:45][CH2:44][CH2:43]1)[CH2:3][N:4]([CH2:33][C:34]([N:36]1[CH2:41][CH2:40][CH2:39][CH2:38][CH2:37]1)=O)[C:5]1[C:18]2[O:17][CH2:16][CH2:15][N:14]3[C:10](=[C:11]([CH:27]4[CH2:32][CH2:31][CH2:30][CH2:29][CH2:28]4)[C:12]4[CH:22]=[CH:21][C:20]([C:23]([O:25][CH3:26])=[O:24])=[CH:19][C:13]=43)[C:9]=2[CH:8]=[CH:7][CH:6]=1.Cl.[OH-].[Na+].C(=O)([O-])O.[Na+], predict the reaction product. The product is: [N:36]1([CH2:34][CH2:33][N:4]([CH2:3][CH2:2][N:42]2[CH2:43][CH2:44][CH2:45][CH2:46][CH2:47]2)[C:5]2[C:18]3[O:17][CH2:16][CH2:15][N:14]4[C:10](=[C:11]([CH:27]5[CH2:32][CH2:31][CH2:30][CH2:29][CH2:28]5)[C:12]5[CH:22]=[CH:21][C:20]([C:23]([O:25][CH3:26])=[O:24])=[CH:19][C:13]=54)[C:9]=3[CH:8]=[CH:7][CH:6]=2)[CH2:37][CH2:38][CH2:39][CH2:40][CH2:41]1. (2) Given the reactants [CH3:1][O:2][C:3]1[CH:4]=[C:5]([C:13]2[CH:21]=[C:20]3[C:16]([CH:17]=[N:18][N:19]3S(C3C(C)=CC(C)=CC=3C)(=O)=O)=[CH:15][CH:14]=2)[CH:6]=[CH:7][C:8]=1[O:9][CH2:10][O:11][CH3:12].C(=O)(O)[O-].[Na+], predict the reaction product. The product is: [CH3:1][O:2][C:3]1[CH:4]=[C:5]([C:13]2[CH:21]=[C:20]3[C:16]([CH:17]=[N:18][NH:19]3)=[CH:15][CH:14]=2)[CH:6]=[CH:7][C:8]=1[O:9][CH2:10][O:11][CH3:12]. (3) Given the reactants C(O[CH:5]1[C:21]2=[N:22][CH:23]=[CH:24][CH:25]=[C:20]2[C:7]2([CH2:12][CH2:11][N:10]([CH2:13][C:14]3[CH:19]=[CH:18][CH:17]=[CH:16][CH:15]=3)[CH2:9][CH2:8]2)[O:6]1)(=O)C.C([SiH](CC)CC)C.B(F)(F)F.CCOCC, predict the reaction product. The product is: [CH2:13]([N:10]1[CH2:11][CH2:12][C:7]2([C:20]3[C:21](=[N:22][CH:23]=[CH:24][CH:25]=3)[CH2:5][O:6]2)[CH2:8][CH2:9]1)[C:14]1[CH:15]=[CH:16][CH:17]=[CH:18][CH:19]=1. (4) Given the reactants [CH3:1][C:2]1([CH3:10])[CH2:7][CH2:6][C:5](=[O:8])[CH2:4][C:3]1=[O:9].C([O-])(=O)C.C([O-])(=O)C.C([O-])(=O)C.[Cl:23][C:24]1[CH:38]=[CH:37][C:27]([C:28]2[CH:29]=[CH:30][C:31]([CH2:35][CH3:36])=[C:32]([Pb+3])[CH:33]=2)=[CH:26][CH:25]=1.CN(C1C=CC=CN=1)C.C(Cl)(Cl)Cl, predict the reaction product. The product is: [Cl:23][C:24]1[CH:38]=[CH:37][C:27]([C:28]2[CH:33]=[CH:32][C:31]([CH2:35][CH3:36])=[C:30]([CH:4]3[C:3](=[O:9])[C:2]([CH3:10])([CH3:1])[CH2:7][CH2:6][C:5]3=[O:8])[CH:29]=2)=[CH:26][CH:25]=1. (5) Given the reactants Cl.[F:2][C:3]1[CH:11]=[C:10]2[C:6]([C:7]([C:21]3[CH:22]=[CH:23][C:24]4[C:28]([CH:29]=3)=[N:27][N:26]([CH2:30]C3CCNCC3)[CH:25]=4)=[CH:8][N:9]2S(C2C=CC=CC=2)(=O)=O)=[CH:5][CH:4]=1.[CH3:37][CH2:38][N:39]([CH2:42][CH3:43])[CH2:40][CH3:41].C(Cl)(C)=[O:45], predict the reaction product. The product is: [F:2][C:3]1[CH:4]=[C:5]2[C:6]([C:7]([C:21]3[CH:29]=[C:25]4[C:24]([CH:28]=[N:27][N:26]4[CH:30]4[CH2:41][CH2:40][N:39]([C:42](=[O:45])[CH3:43])[CH2:38][CH2:37]4)=[CH:23][CH:22]=3)=[CH:8][NH:9]2)=[CH:10][CH:11]=1. (6) Given the reactants [O:1]=[C:2]1[C:10]2[C:5](=[CH:6][CH:7]=[CH:8][CH:9]=2)[CH:4]([C:11]([OH:13])=O)[NH:3]1.[C:14]1([C:20]2([C:30]3[CH:35]=[CH:34][CH:33]=[CH:32][CH:31]=3)[CH:24]3[CH2:25][NH:26][CH2:27][CH2:28][N:23]3[C:22](=[O:29])[O:21]2)[CH:19]=[CH:18][CH:17]=[CH:16][CH:15]=1, predict the reaction product. The product is: [O:1]=[C:2]1[C:10]2[C:5](=[CH:6][CH:7]=[CH:8][CH:9]=2)[CH:4]([C:11]([N:26]2[CH2:27][CH2:28][N:23]3[C:22](=[O:29])[O:21][C:20]([C:30]4[CH:31]=[CH:32][CH:33]=[CH:34][CH:35]=4)([C:14]4[CH:19]=[CH:18][CH:17]=[CH:16][CH:15]=4)[CH:24]3[CH2:25]2)=[O:13])[NH:3]1. (7) Given the reactants [O:1]=[C:2]1[CH2:6][C:5]2([CH2:11][CH2:10][N:9]([C:12]([O:14][C:15]([CH3:18])([CH3:17])[CH3:16])=[O:13])[CH2:8][CH2:7]2)[CH2:4][NH:3]1.Br[C:20]1[CH:25]=[CH:24][C:23]([N+:26]([O-:28])=[O:27])=[C:22]([F:29])[CH:21]=1.CC1(C)C2C=CC=C(P(C3C=CC=CC=3)C3C=CC=CC=3)C=2OC2C1=CC=CC=2P(C1C=CC=CC=1)C1C=CC=CC=1.C(=O)([O-])[O-].[Cs+].[Cs+], predict the reaction product. The product is: [F:29][C:22]1[CH:21]=[C:20]([N:3]2[C:2](=[O:1])[CH2:6][C:5]3([CH2:11][CH2:10][N:9]([C:12]([O:14][C:15]([CH3:18])([CH3:17])[CH3:16])=[O:13])[CH2:8][CH2:7]3)[CH2:4]2)[CH:25]=[CH:24][C:23]=1[N+:26]([O-:28])=[O:27].